From a dataset of Reaction yield outcomes from USPTO patents with 853,638 reactions. Predict the reaction yield, written as a fraction of the theoretical maximum amount of product (1.0 means a 100% yield; for example, 0.34 means a 34% yield). (1) The reactants are [O:1]=[C:2]([NH:19][C:20]1[S:21][C:22]([C:25]2[CH:30]=[CH:29][N:28]=[CH:27][CH:26]=2)=[N:23][N:24]=1)[C@@H:3]([NH:11]C(=O)OC(C)(C)C)[CH2:4][C:5]1[CH:10]=[CH:9][CH:8]=[CH:7][CH:6]=1.FC(F)(F)C(O)=O. The catalyst is C(Cl)Cl. The product is [NH2:11][C@@H:3]([CH2:4][C:5]1[CH:10]=[CH:9][CH:8]=[CH:7][CH:6]=1)[C:2]([NH:19][C:20]1[S:21][C:22]([C:25]2[CH:30]=[CH:29][N:28]=[CH:27][CH:26]=2)=[N:23][N:24]=1)=[O:1]. The yield is 0.939. (2) The reactants are [CH2:1]([S:3]([N:6]1[CH2:11][CH2:10][CH:9]([C:12]2[C:20]3[C:15](=[C:16]([C:29]([NH2:31])=[O:30])[CH:17]=[C:18]([C:21]4[CH:26]=[CH:25][CH:24]=[C:23]([CH:27]=O)[CH:22]=4)[CH:19]=3)[NH:14][CH:13]=2)[CH2:8][CH2:7]1)(=[O:5])=[O:4])[CH3:2].[S:32]1[CH:36]=[CH:35][CH:34]=[C:33]1[CH:37]1[CH2:41][CH2:40][CH2:39][NH:38]1.[BH-](OC(C)=O)(OC(C)=O)OC(C)=O.[Na+]. No catalyst specified. The product is [CH2:1]([S:3]([N:6]1[CH2:11][CH2:10][CH:9]([C:12]2[C:20]3[C:15](=[C:16]([C:29]([NH2:31])=[O:30])[CH:17]=[C:18]([C:21]4[CH:26]=[CH:25][CH:24]=[C:23]([CH2:27][N:38]5[CH2:39][CH2:40][CH2:41][CH:37]5[C:33]5[S:32][CH:36]=[CH:35][CH:34]=5)[CH:22]=4)[CH:19]=3)[NH:14][CH:13]=2)[CH2:8][CH2:7]1)(=[O:5])=[O:4])[CH3:2]. The yield is 0.304. (3) The reactants are C(O)(C(F)(F)F)=O.[Br:8][C:9]1[C:10]([N:36]2[CH2:41][CH2:40][CH2:39][C@@H:38]([N:42](C(OC(C)(C)C)=O)[CH3:43])[CH2:37]2)=[C:11]2[C:17]([NH:18][C:19]([C:21]3[CH:26]=[CH:25][C:24](=[O:27])[N:23]([CH3:28])[CH:22]=3)=[O:20])=[CH:16][N:15](C(OC(C)(C)C)=O)[C:12]2=[N:13][CH:14]=1.C(Cl)[Cl:52]. No catalyst specified. The product is [ClH:52].[Br:8][C:9]1[C:10]([N:36]2[CH2:41][CH2:40][CH2:39][C@@H:38]([NH:42][CH3:43])[CH2:37]2)=[C:11]2[C:17]([NH:18][C:19]([C:21]3[CH:26]=[CH:25][C:24](=[O:27])[N:23]([CH3:28])[CH:22]=3)=[O:20])=[CH:16][NH:15][C:12]2=[N:13][CH:14]=1. The yield is 0.910. (4) The reactants are [OH-].[Na+].[N:3]1[CH:8]=[CH:7][CH:6]=[CH:5][C:4]=1[C:9]#[C:10][C:11]1[CH:12]=[C:13]([CH:18]=[CH:19][C:20]=1[C:21]([F:24])([F:23])[F:22])[C:14]([O:16]C)=[O:15].CO.Cl. The catalyst is O1CCCC1. The product is [N:3]1[CH:8]=[CH:7][CH:6]=[CH:5][C:4]=1[C:9]#[C:10][C:11]1[CH:12]=[C:13]([CH:18]=[CH:19][C:20]=1[C:21]([F:22])([F:23])[F:24])[C:14]([OH:16])=[O:15]. The yield is 1.00. (5) The catalyst is O. The yield is 0.910. The reactants are [N:1]1[CH2:6][CH2:5][CH2:4][NH:3][C:2]=1[NH:7][CH2:8][CH2:9][CH2:10][O:11][C:12]1[CH:13]=[CH:14][C:15]2[CH2:21][CH:20]([CH2:22][C:23]([O:25]CC)=[O:24])[C:19]3[CH:28]=[CH:29][CH:30]=[CH:31][C:18]=3[CH2:17][C:16]=2[CH:32]=1.O.[OH-].[Li+].C1COCC1. The product is [N:1]1[CH2:6][CH2:5][CH2:4][NH:3][C:2]=1[NH:7][CH2:8][CH2:9][CH2:10][O:11][C:12]1[CH:13]=[CH:14][C:15]2[CH2:21][CH:20]([CH2:22][C:23]([OH:25])=[O:24])[C:19]3[CH:28]=[CH:29][CH:30]=[CH:31][C:18]=3[CH2:17][C:16]=2[CH:32]=1.